Dataset: NCI-60 drug combinations with 297,098 pairs across 59 cell lines. Task: Regression. Given two drug SMILES strings and cell line genomic features, predict the synergy score measuring deviation from expected non-interaction effect. Drug 1: CN(C)C1=NC(=NC(=N1)N(C)C)N(C)C. Drug 2: C1=NC2=C(N1)C(=S)N=CN2. Cell line: ACHN. Synergy scores: CSS=2.54, Synergy_ZIP=-3.15, Synergy_Bliss=-1.43, Synergy_Loewe=-25.9, Synergy_HSA=-5.12.